Regression. Given two drug SMILES strings and cell line genomic features, predict the synergy score measuring deviation from expected non-interaction effect. From a dataset of NCI-60 drug combinations with 297,098 pairs across 59 cell lines. (1) Drug 1: CC1=C(C=C(C=C1)NC(=O)C2=CC=C(C=C2)CN3CCN(CC3)C)NC4=NC=CC(=N4)C5=CN=CC=C5. Drug 2: CC12CCC3C(C1CCC2O)C(CC4=C3C=CC(=C4)O)CCCCCCCCCS(=O)CCCC(C(F)(F)F)(F)F. Cell line: DU-145. Synergy scores: CSS=-2.79, Synergy_ZIP=-0.813, Synergy_Bliss=-3.24, Synergy_Loewe=-4.18, Synergy_HSA=-3.57. (2) Drug 1: C1CC(C1)(C(=O)O)C(=O)O.[NH2-].[NH2-].[Pt+2]. Drug 2: CC1CCC2CC(C(=CC=CC=CC(CC(C(=O)C(C(C(=CC(C(=O)CC(OC(=O)C3CCCCN3C(=O)C(=O)C1(O2)O)C(C)CC4CCC(C(C4)OC)O)C)C)O)OC)C)C)C)OC. Cell line: CAKI-1. Synergy scores: CSS=12.3, Synergy_ZIP=-3.64, Synergy_Bliss=-2.14, Synergy_Loewe=-83.8, Synergy_HSA=-9.27. (3) Drug 1: CC1OCC2C(O1)C(C(C(O2)OC3C4COC(=O)C4C(C5=CC6=C(C=C35)OCO6)C7=CC(=C(C(=C7)OC)O)OC)O)O. Drug 2: C1=NC2=C(N1)C(=S)N=CN2. Cell line: COLO 205. Synergy scores: CSS=58.5, Synergy_ZIP=-7.80, Synergy_Bliss=-4.68, Synergy_Loewe=-5.92, Synergy_HSA=-1.69. (4) Drug 1: CC1=C(C=C(C=C1)NC2=NC=CC(=N2)N(C)C3=CC4=NN(C(=C4C=C3)C)C)S(=O)(=O)N.Cl. Drug 2: CC12CCC3C(C1CCC2O)C(CC4=C3C=CC(=C4)O)CCCCCCCCCS(=O)CCCC(C(F)(F)F)(F)F. Cell line: MDA-MB-435. Synergy scores: CSS=-0.426, Synergy_ZIP=2.42, Synergy_Bliss=3.10, Synergy_Loewe=2.24, Synergy_HSA=-0.816. (5) Drug 1: CS(=O)(=O)C1=CC(=C(C=C1)C(=O)NC2=CC(=C(C=C2)Cl)C3=CC=CC=N3)Cl. Drug 2: COCCOC1=C(C=C2C(=C1)C(=NC=N2)NC3=CC=CC(=C3)C#C)OCCOC.Cl. Cell line: MDA-MB-231. Synergy scores: CSS=8.65, Synergy_ZIP=-1.19, Synergy_Bliss=5.17, Synergy_Loewe=4.75, Synergy_HSA=4.80. (6) Drug 1: CN(CC1=CN=C2C(=N1)C(=NC(=N2)N)N)C3=CC=C(C=C3)C(=O)NC(CCC(=O)O)C(=O)O. Drug 2: CN(C(=O)NC(C=O)C(C(C(CO)O)O)O)N=O. Cell line: NCI-H226. Synergy scores: CSS=21.7, Synergy_ZIP=-7.39, Synergy_Bliss=-2.55, Synergy_Loewe=-4.00, Synergy_HSA=-3.97. (7) Drug 1: C1CC(=O)NC(=O)C1N2CC3=C(C2=O)C=CC=C3N. Drug 2: C1=NC2=C(N=C(N=C2N1C3C(C(C(O3)CO)O)F)Cl)N. Cell line: OVCAR-8. Synergy scores: CSS=34.8, Synergy_ZIP=-0.374, Synergy_Bliss=-4.05, Synergy_Loewe=-30.5, Synergy_HSA=-2.38.